From a dataset of Reaction yield outcomes from USPTO patents with 853,638 reactions. Predict the reaction yield, written as a fraction of the theoretical maximum amount of product (1.0 means a 100% yield; for example, 0.34 means a 34% yield). (1) The reactants are [CH:1]([C:3]1[CH:13]=[CH:12][C:6]([C:7]([O:9][CH2:10][CH3:11])=[O:8])=[C:5]([CH3:14])[CH:4]=1)=O.[C:15](=O)([O-])[O-].[K+].[K+]. The catalyst is O1CCOCC1.[Br-].C[P+](C1C=CC=CC=1)(C1C=CC=CC=1)C1C=CC=CC=1. The product is [CH3:14][C:5]1[CH:4]=[C:3]([CH:1]=[CH2:15])[CH:13]=[CH:12][C:6]=1[C:7]([O:9][CH2:10][CH3:11])=[O:8]. The yield is 0.720. (2) The reactants are C1(CN2C(=O)C(CO)=CC(C3C=CC4OCCC=4C=3)=N2)CC1.[C:23]([C:26]1[C:27](=[O:49])[N:28]([CH2:41][C:42]2[CH:47]=[CH:46][C:45]([F:48])=[CH:44][CH:43]=2)[N:29]=[C:30]([C:32]2[CH:33]=[CH:34][C:35]3[O:39][CH2:38][CH2:37][C:36]=3[CH:40]=2)[CH:31]=1)(O)=[O:24]. No catalyst specified. The product is [F:48][C:45]1[CH:44]=[CH:43][C:42]([CH2:41][N:28]2[C:27](=[O:49])[C:26]([CH2:23][OH:24])=[CH:31][C:30]([C:32]3[CH:33]=[CH:34][C:35]4[O:39][CH2:38][CH2:37][C:36]=4[CH:40]=3)=[N:29]2)=[CH:47][CH:46]=1. The yield is 0.434. (3) The reactants are [C:1](=[O:4])([O-])[O-:2].[K+].[K+].[C:7](O)(=[S:9])C.[Br:11][C:12]1[CH:17]=[CH:16][C:15](F)=[C:14]([N+:19]([O-:21])=[O:20])[CH:13]=1. The catalyst is CN(C=O)C.CCOC(C)=O.O. The product is [Br:11][C:12]1[CH:17]=[CH:16][C:15]([S:9][CH2:7][C:1]([OH:2])=[O:4])=[C:14]([N+:19]([O-:21])=[O:20])[CH:13]=1. The yield is 0.590. (4) The yield is 0.980. No catalyst specified. The reactants are [Cl:1][C:2]1[CH:3]=[C:4]2[C:8](=[CH:9][CH:10]=1)[N:7]([CH2:11][C:12]([O:14]CC)=[O:13])[C:6](=[O:17])[C:5]12[CH2:21][O:20][C:19]2[CH:22]=[C:23]3[C:27](=[CH:28][C:18]1=2)[CH2:26][CH2:25][O:24]3.O=C1C2(C3=CC4OCOC=4C=C3OC2)C2C(=CC=CC=2)N1CC(OCC)=O. The product is [Cl:1][C:2]1[CH:3]=[C:4]2[C:8](=[CH:9][CH:10]=1)[N:7]([CH2:11][C:12]([OH:14])=[O:13])[C:6](=[O:17])[C:5]12[CH2:21][O:20][C:19]2[CH:22]=[C:23]3[C:27](=[CH:28][C:18]1=2)[CH2:26][CH2:25][O:24]3. (5) The reactants are Cl[C:2]1[N:3]=[C:4]([NH:12][CH:13]([CH3:16])[CH2:14][CH3:15])[C:5]2[S:10][CH:9]=[C:8]([CH3:11])[C:6]=2[N:7]=1.[CH2:17]([NH2:20])[CH:18]=[CH2:19].C(=O)([O-])O.[Na+]. No catalyst specified. The product is [CH2:17]([NH:20][C:2]1[N:3]=[C:4]([NH:12][CH:13]([CH3:16])[CH2:14][CH3:15])[C:5]2[S:10][CH:9]=[C:8]([CH3:11])[C:6]=2[N:7]=1)[CH:18]=[CH2:19]. The yield is 0.801. (6) The reactants are [Cl:1][C:2]1[N:7]=[C:6](Cl)[N:5]=[C:4]([NH:9][C:10]2[CH:15]=[CH:14][CH:13]=[CH:12][CH:11]=2)[N:3]=1.[NH2:16][C:17]1[CH:18]=[C:19]2[C:23](=[CH:24][CH:25]=1)[CH2:22][CH2:21][CH2:20]2. No catalyst specified. The product is [Cl:1][C:2]1[N:7]=[C:6]([NH:16][C:17]2[CH:18]=[C:19]3[C:23](=[CH:24][CH:25]=2)[CH2:22][CH2:21][CH2:20]3)[N:5]=[C:4]([NH:9][C:10]2[CH:15]=[CH:14][CH:13]=[CH:12][CH:11]=2)[N:3]=1. The yield is 0.370. (7) The reactants are [CH3:1][C:2]([O:5][C:6]([CH2:8][C@H:9]([NH2:17])[C:10]([O:12][C:13]([CH3:16])([CH3:15])[CH3:14])=[O:11])=[O:7])([CH3:4])[CH3:3].[C:18]([O:22][C:23](=[O:52])[CH2:24][CH:25]([CH2:29][CH2:30][CH2:31][S:32][C:33]([C:46]1[CH:51]=[CH:50][CH:49]=[CH:48][CH:47]=1)([C:40]1[CH:45]=[CH:44][CH:43]=[CH:42][CH:41]=1)[C:34]1[CH:39]=[CH:38][CH:37]=[CH:36][CH:35]=1)[C:26](O)=[O:27])([CH3:21])([CH3:20])[CH3:19].C1C=CC2N(O)N=NC=2C=1.C1CN([P+](ON2N=NC3C=CC=CC2=3)(N2CCCC2)N2CCCC2)CC1.F[P-](F)(F)(F)(F)F.CCN(C(C)C)C(C)C. The yield is 0.860. The product is [C:13]([O:12][C:10](=[O:11])[CH:9]([NH:17][C:26](=[O:27])[CH:25]([CH2:24][C:23]([O:22][C:18]([CH3:20])([CH3:19])[CH3:21])=[O:52])[CH2:29][CH2:30][CH2:31][S:32][C:33]([C:40]1[CH:45]=[CH:44][CH:43]=[CH:42][CH:41]=1)([C:34]1[CH:35]=[CH:36][CH:37]=[CH:38][CH:39]=1)[C:46]1[CH:51]=[CH:50][CH:49]=[CH:48][CH:47]=1)[CH2:8][C:6]([O:5][C:2]([CH3:1])([CH3:3])[CH3:4])=[O:7])([CH3:16])([CH3:15])[CH3:14]. The catalyst is CN(C=O)C.